From a dataset of Full USPTO retrosynthesis dataset with 1.9M reactions from patents (1976-2016). Predict the reactants needed to synthesize the given product. (1) Given the product [ClH:50].[ClH:50].[F:21][C:18]1[CH:19]=[C:20]2[C:15]([CH:14]=[CH:13][C:12](=[O:22])[N:11]2[CH2:10][CH2:9][N:5]2[CH2:6][C@H:7]([OH:8])[C@H:3]([CH2:2][NH:1][CH2:34][C:32]3[CH:31]=[CH:30][C:27]4[O:28][CH2:29][C:24](=[O:23])[NH:25][C:26]=4[N:33]=3)[CH2:4]2)=[CH:16][CH:17]=1, predict the reactants needed to synthesize it. The reactants are: [NH2:1][CH2:2][C@H:3]1[C@@H:7]([OH:8])[CH2:6][N:5]([CH2:9][CH2:10][N:11]2[C:20]3[C:15](=[CH:16][CH:17]=[C:18]([F:21])[CH:19]=3)[CH:14]=[CH:13][C:12]2=[O:22])[CH2:4]1.[O:23]=[C:24]1[CH2:29][O:28][C:27]2[CH:30]=[CH:31][C:32]([CH:34]=O)=[N:33][C:26]=2[NH:25]1.C(O[BH-](OC(=O)C)OC(=O)C)(=O)C.[Na+].[ClH:50].C1(N)C(F)=C(F)C(F)=C(N)C=1F.Cl.Cl. (2) Given the product [CH3:1][O:2][C:3]1[CH:4]=[C:5]2[C:10](=[CH:11][C:12]=1[O:13][CH3:14])[N:9]=[CH:8][CH:7]=[C:6]2[O:15][C:16]1[CH:21]=[CH:20][C:19]([NH:22][C:33]([C:31]2[C:30](=[O:36])[N:29]([C:37]3[CH:42]=[CH:41][C:40]([F:43])=[CH:39][CH:38]=3)[C:28](=[O:44])[N:27]([CH2:25][CH3:26])[CH:32]=2)=[O:34])=[C:18]([O:23][CH3:24])[CH:17]=1, predict the reactants needed to synthesize it. The reactants are: [CH3:1][O:2][C:3]1[CH:4]=[C:5]2[C:10](=[CH:11][C:12]=1[O:13][CH3:14])[N:9]=[CH:8][CH:7]=[C:6]2[O:15][C:16]1[CH:21]=[CH:20][C:19]([NH2:22])=[C:18]([O:23][CH3:24])[CH:17]=1.[CH2:25]([N:27]1[CH:32]=[C:31]([C:33](O)=[O:34])[C:30](=[O:36])[N:29]([C:37]2[CH:42]=[CH:41][C:40]([F:43])=[CH:39][CH:38]=2)[C:28]1=[O:44])[CH3:26]. (3) Given the product [Br:1][CH2:2][CH:3]([O:23][CH2:24][CH2:33][CH2:26][CH2:27][CH2:28][CH2:29][CH2:30][CH3:31])[O:4][CH2:5][CH2:6][CH2:7][CH2:8][CH2:9][CH2:10][CH2:11][CH2:12]/[CH:13]=[CH:14]\[CH2:15]/[CH:16]=[CH:17]\[CH2:18][CH2:19][CH2:20][CH2:21][CH3:22], predict the reactants needed to synthesize it. The reactants are: [Br:1][CH2:2][CH:3]([O:23][CH3:24])[O:4][CH2:5][CH2:6][CH2:7][CH2:8][CH2:9][CH2:10][CH2:11][CH2:12]/[CH:13]=[CH:14]\[CH2:15]/[CH:16]=[CH:17]\[CH2:18][CH2:19][CH2:20][CH2:21][CH3:22].N1[C:30]([CH3:31])=[CH:29][C:28](C)=[CH:27][C:26]=1[CH3:33].[Si](OS(C(F)(F)F)(=O)=O)(C)(C)C.C(O)CCCCCCC. (4) Given the product [C:2]([C:7]1[N:8]=[C:9]([CH2:12][N:13]2[N:17]=[C:16]([NH:18][C:33]([C:29]3[N:30]=[CH:31][O:32][C:28]=3[C:24]3[CH:25]=[CH:26][CH:27]=[C:22]([O:21][C:20]([F:36])([F:19])[F:37])[CH:23]=3)=[O:34])[CH:15]=[N:14]2)[S:10][CH:11]=1)(=[O:6])[CH3:1], predict the reactants needed to synthesize it. The reactants are: [CH3:1][C:2]1([C:7]2[N:8]=[C:9]([CH2:12][N:13]3[N:17]=[C:16]([NH2:18])[CH:15]=[N:14]3)[S:10][CH:11]=2)[O:6]CCO1.[F:19][C:20]([F:37])([F:36])[O:21][C:22]1[CH:23]=[C:24]([C:28]2[O:32][CH:31]=[N:30][C:29]=2[C:33](O)=[O:34])[CH:25]=[CH:26][CH:27]=1. (5) Given the product [CH3:9][O:8][C:5]1[CH:6]=[CH:7][C:2]([B:21]2[O:22][C:23]([CH3:25])([CH3:24])[C:19]([CH3:35])([CH3:18])[O:20]2)=[C:3]([NH:10][C:11](=[O:17])[O:12][C:13]([CH3:16])([CH3:15])[CH3:14])[CH:4]=1, predict the reactants needed to synthesize it. The reactants are: Br[C:2]1[CH:7]=[CH:6][C:5]([O:8][CH3:9])=[CH:4][C:3]=1[NH:10][C:11](=[O:17])[O:12][C:13]([CH3:16])([CH3:15])[CH3:14].[CH3:18][C:19]1([CH3:35])[C:23]([CH3:25])([CH3:24])[O:22][B:21]([B:21]2[O:22][C:23]([CH3:25])([CH3:24])[C:19]([CH3:35])([CH3:18])[O:20]2)[O:20]1.C([O-])(=O)C.[Na+]. (6) Given the product [F:1][CH:2]1[C:3](=[O:21])[CH2:4][CH2:5][CH2:6][N:7]([C:9]([O:11][C:12]([CH3:15])([CH3:14])[CH3:13])=[O:10])[CH2:8]1, predict the reactants needed to synthesize it. The reactants are: [F:1][CH:2]1[CH2:8][N:7]([C:9]([O:11][C:12]([CH3:15])([CH3:14])[CH3:13])=[O:10])[CH2:6][CH2:5][CH:4](C(OCC)=O)[C:3]1=[O:21].O.[Li+].[Cl-]. (7) Given the product [ClH:1].[ClH:1].[F:27][C:24]1[CH:25]=[CH:26][C:21]([C:18]2[N:17]=[C:16]([CH:10]3[CH2:11][NH:12][CH2:13][CH2:14][N:9]3[CH3:7])[O:20][N:19]=2)=[CH:22][CH:23]=1, predict the reactants needed to synthesize it. The reactants are: [ClH:1].C(O[C:7]([N:9]1[CH2:14][CH2:13][N:12](C)[CH2:11][CH:10]1[C:16]1[O:20][N:19]=[C:18]([C:21]2[CH:26]=[CH:25][C:24]([F:27])=[CH:23][CH:22]=2)[N:17]=1)=O)(C)(C)C. (8) Given the product [Br:14][C:11]1[CH:12]=[CH:13][C:8]([C:5]2[CH:6]=[CH:7][C:2]([N:15]3[CH:19]=[CH:18][N:17]=[N:16]3)=[CH:3][CH:4]=2)=[CH:9][CH:10]=1, predict the reactants needed to synthesize it. The reactants are: Br[C:2]1[CH:7]=[CH:6][C:5]([C:8]2[CH:13]=[CH:12][C:11]([Br:14])=[CH:10][CH:9]=2)=[CH:4][CH:3]=1.[NH:15]1[CH:19]=[CH:18][N:17]=[N:16]1.C(=O)([O-])[O-].[K+].[K+]. (9) Given the product [C:2]([O:4][CH:5]1[C:14]2[C:15]3([CH3:30])[C:16]([C:17](=[CH:18][N:39]4[CH2:47][CH2:46][CH:42]([C:43]([OH:45])=[O:44])[CH2:41][CH2:40]4)[C:23](=[O:24])[O:25][CH:26]3[CH2:27][O:28][CH3:29])=[C:20]([OH:19])[C:21](=[O:22])[C:13]=2[CH:8]2[C:7]([CH3:31])([CH:11]([OH:12])[CH2:10][CH2:9]2)[CH2:6]1)(=[O:3])[CH3:1], predict the reactants needed to synthesize it. The reactants are: [CH3:1][C:2]([O:4][C@H:5]1[C:14]2[C@@:15]3([CH3:30])[C@@H:26]([CH2:27][O:28][CH3:29])[O:25][C:23](=[O:24])[C:17]4=[CH:18][O:19][C:20]([C:21](=[O:22])[C:13]=2[C@@H:8]2[CH2:9][CH2:10][C@H:11]([OH:12])[C@@:7]2([CH3:31])[CH2:6]1)=[C:16]34)=[O:3].C(N(CC)CC)C.[NH:39]1[CH2:47][CH2:46][CH:42]([C:43]([OH:45])=[O:44])[CH2:41][CH2:40]1.